This data is from Catalyst prediction with 721,799 reactions and 888 catalyst types from USPTO. The task is: Predict which catalyst facilitates the given reaction. (1) Reactant: C=O.[NH:3]1[CH2:8][CH2:7][CH:6]([CH2:9][CH2:10][CH2:11][OH:12])[CH2:5][CH2:4]1.[C:13]([BH3-])#N.[Na+].C(O)(=O)C. Product: [CH3:13][N:3]1[CH2:8][CH2:7][CH:6]([CH2:9][CH2:10][CH2:11][OH:12])[CH2:5][CH2:4]1. The catalyst class is: 10. (2) Reactant: Cl[CH2:2][C:3]1[N:7]([CH3:8])[C:6]([CH3:9])=[N:5][N:4]=1.C(N(CC)CC)C.NC(N)=S.[F:21][CH:22]1[C:26]([CH3:28])([CH3:27])[O:25][N:24]=[C:23]1[S:29](C)(=O)=O.C(=O)([O-])[O-].[K+].[K+]. Product: [CH3:8][N:7]1[C:6]([CH3:9])=[N:5][N:4]=[C:3]1[CH2:2][S:29][C:23]1[CH:22]([F:21])[C:26]([CH3:28])([CH3:27])[O:25][N:24]=1. The catalyst class is: 8. (3) Reactant: I[C:2]1[CH:7]=[CH:6][C:5]([N:8]2[CH2:13][CH2:12][N:11]([C:14]([O:16][C:17]([CH3:20])([CH3:19])[CH3:18])=[O:15])[CH2:10][CH2:9]2)=[CH:4][CH:3]=1.C[Si]([C:25]#[CH:26])(C)C.CCN(CC)CC. Product: [C:25]([C:2]1[CH:7]=[CH:6][C:5]([N:8]2[CH2:13][CH2:12][N:11]([C:14]([O:16][C:17]([CH3:20])([CH3:19])[CH3:18])=[O:15])[CH2:10][CH2:9]2)=[CH:4][CH:3]=1)#[CH:26]. The catalyst class is: 471.